From a dataset of Full USPTO retrosynthesis dataset with 1.9M reactions from patents (1976-2016). Predict the reactants needed to synthesize the given product. (1) Given the product [S:1](=[O:4])(=[O:3])([O:37][CH2:36][C@@H:15]1[CH2:16][C@@H:17]([C:19]2[C:23]3[N:24]=[CH:25][N:26]=[C:27]([NH:28][CH2:29][CH:30]4[CH2:35][CH2:34][CH2:33][CH2:32][CH2:31]4)[C:22]=3[S:21][CH:20]=2)[CH2:18][C@@H:14]1[O:13][Si:6]([C:9]([CH3:12])([CH3:11])[CH3:10])([CH3:8])[CH3:7])[NH2:2], predict the reactants needed to synthesize it. The reactants are: [S:1](Cl)(=[O:4])(=[O:3])[NH2:2].[Si:6]([O:13][C@H:14]1[CH2:18][C@H:17]([C:19]2[C:23]3[N:24]=[CH:25][N:26]=[C:27]([NH:28][CH2:29][CH:30]4[CH2:35][CH2:34][CH2:33][CH2:32][CH2:31]4)[C:22]=3[S:21][CH:20]=2)[CH2:16][C@H:15]1[CH2:36][OH:37])([C:9]([CH3:12])([CH3:11])[CH3:10])([CH3:8])[CH3:7].C(N(CC)CC)C. (2) Given the product [Cl:53][C:54]1[CH:59]=[CH:58][C:57]([F:60])=[CH:56][C:55]=1[N:65]1[CH2:66][CH2:67][CH2:68][N:62]([C:69]([O:71][C:72]([CH3:75])([CH3:74])[CH3:73])=[O:70])[CH2:63][CH2:64]1, predict the reactants needed to synthesize it. The reactants are: C1C=CC(P(C2C(C3C(P(C4C=CC=CC=4)C4C=CC=CC=4)=CC=C4C=3C=CC=C4)=C3C(C=CC=C3)=CC=2)C2C=CC=CC=2)=CC=1.CC(C)([O-])C.[Na+].[Cl:53][C:54]1[CH:59]=[CH:58][C:57]([F:60])=[CH:56][C:55]=1I.[N:62]1([C:69]([O:71][C:72]([CH3:75])([CH3:74])[CH3:73])=[O:70])[CH2:68][CH2:67][CH2:66][NH:65][CH2:64][CH2:63]1. (3) Given the product [Cl:14][C:10]1[CH:9]=[C:8]([NH:7][C:4]2[C:3]([C:15]#[N:16])=[C:2]([NH:1][CH2:25][C:24]3[CH:23]=[CH:22][C:21]([O:20][CH2:19][CH2:18][OH:17])=[CH:28][CH:27]=3)[NH:6][N:5]=2)[CH:13]=[CH:12][CH:11]=1, predict the reactants needed to synthesize it. The reactants are: [NH2:1][C:2]1[NH:6][N:5]=[C:4]([NH:7][C:8]2[CH:13]=[CH:12][CH:11]=[C:10]([Cl:14])[CH:9]=2)[C:3]=1[C:15]#[N:16].[OH:17][CH2:18][CH2:19][O:20][C:21]1[CH:28]=[CH:27][C:24]([CH:25]=O)=[CH:23][CH:22]=1.N1CCCCC1.[BH4-].[Na+]. (4) Given the product [Cl:1][C:2]1[CH:10]=[C:9]([CH:8]=[CH:7][C:3]=1[C:4]([N:64]1[CH2:65][CH2:66][CH2:67][C@H:63]1[CH2:62][C:60]([O:59][CH2:57][CH3:58])=[O:61])=[O:5])[C:11]([NH:13][C@H:14]([C:16]1[NH:20][C:19]2[CH:21]=[CH:22][C:23]([Cl:25])=[CH:24][C:18]=2[N:17]=1)[CH3:15])=[O:12], predict the reactants needed to synthesize it. The reactants are: [Cl:1][C:2]1[CH:10]=[C:9]([C:11]([NH:13][C@H:14]([C:16]2[NH:20][C:19]3[CH:21]=[CH:22][C:23]([Cl:25])=[CH:24][C:18]=3[N:17]=2)[CH3:15])=[O:12])[CH:8]=[CH:7][C:3]=1[C:4](O)=[O:5].CN(C(ON1N=NC2C=CC=CC1=2)=[N+](C)C)C.[B-](F)(F)(F)F.C(N(C(C)C)CC)(C)C.[CH2:57]([O:59][C:60]([CH2:62][C@@H:63]1[CH2:67][CH2:66][CH2:65][NH:64]1)=[O:61])[CH3:58].ClCl. (5) The reactants are: [CH3:1][O:2][C:3]1[CH:4]=[C:5]([CH2:9][C:10]([OH:12])=O)[CH:6]=[CH:7][CH:8]=1.C(Cl)(=O)C(Cl)=O.[NH2:19][C:20]1[C:25]([C:26]#[N:27])=[C:24]([O:28][CH2:29][CH3:30])[N:23]=[C:22]([NH2:31])[CH:21]=1. Given the product [NH2:19][C:20]1[C:25]([C:26]#[N:27])=[C:24]([O:28][CH2:29][CH3:30])[N:23]=[C:22]([NH:31][C:10](=[O:12])[CH2:9][C:5]2[CH:6]=[CH:7][CH:8]=[C:3]([O:2][CH3:1])[CH:4]=2)[CH:21]=1, predict the reactants needed to synthesize it. (6) Given the product [C:17]([O:21][CH2:22][CH2:23][CH2:24][CH2:25][CH2:26][CH2:27][O:28][C:29]1[CH:37]=[CH:36][C:32]([C:33]([O:15][C:12]2[CH:11]=[CH:10][C:9]([CH:8]=[CH:7][C:6]([O:5][CH2:4][O:3][CH2:1][CH3:2])=[O:16])=[CH:14][CH:13]=2)=[O:34])=[CH:31][CH:30]=1)(=[O:20])[CH:18]=[CH2:19], predict the reactants needed to synthesize it. The reactants are: [CH2:1]([O:3][CH2:4][O:5][C:6](=[O:16])[CH:7]=[CH:8][C:9]1[CH:14]=[CH:13][C:12]([OH:15])=[CH:11][CH:10]=1)[CH3:2].[C:17]([O:21][CH2:22][CH2:23][CH2:24][CH2:25][CH2:26][CH2:27][O:28][C:29]1[CH:37]=[CH:36][C:32]([C:33](O)=[O:34])=[CH:31][CH:30]=1)(=[O:20])[CH:18]=[CH2:19]. (7) Given the product [F:1][C:2]1[CH:3]=[C:4]2[C:19](=[O:20])[NH:18][N:17]=[C:7]3[CH2:8][C:9]([CH3:16])([CH3:15])[C:10](=[O:23])[C:11]4[NH:12][C:13]([CH:14]=1)=[C:5]2[C:6]=43, predict the reactants needed to synthesize it. The reactants are: [F:1][C:2]1[CH:3]=[C:4]2[C:19](=[O:20])[NH:18][N:17]=[C:7]3[CH2:8][C:9]([CH3:16])([CH3:15])[CH2:10][C:11]4[NH:12][C:13]([CH:14]=1)=[C:5]2[C:6]=43.C(=O)([OH:23])N. (8) The reactants are: Cl[CH:2]([C:18]1[CH:23]=[CH:22][C:21]([F:24])=[CH:20][C:19]=1[F:25])[C:3]1[N:7]([CH3:8])[N:6]=[C:5]([CH3:9])[C:4]=1[C:10]1[C:15]([F:16])=[CH:14][CH:13]=[CH:12][C:11]=1[F:17].[NH3:26]. Given the product [F:25][C:19]1[CH:20]=[C:21]([F:24])[CH:22]=[CH:23][C:18]=1[CH:2]([C:3]1[N:7]([CH3:8])[N:6]=[C:5]([CH3:9])[C:4]=1[C:10]1[C:15]([F:16])=[CH:14][CH:13]=[CH:12][C:11]=1[F:17])[NH2:26], predict the reactants needed to synthesize it. (9) Given the product [F:1][C:2]1[CH:9]=[C:8]([C:10]2[O:11][CH:23]=[N:22][CH:21]=2)[CH:7]=[CH:6][C:3]=1[C:4]#[N:5], predict the reactants needed to synthesize it. The reactants are: [F:1][C:2]1[CH:9]=[C:8]([CH:10]=[O:11])[CH:7]=[CH:6][C:3]=1[C:4]#[N:5].C1(C)C=CC(S([CH2:21][N+:22]#[C-:23])(=O)=O)=CC=1.C(=O)([O-])[O-].[K+].[K+]. (10) Given the product [Cl:24][C:19]1[CH:18]=[C:17]([C:11]2([C:13]([F:16])([F:15])[F:14])[O:10][N:9]=[C:8]([C:5]3[CH:6]=[CH:7][C:2]([CH:34]([OH:39])[CH2:27][CH:26]([CH3:29])[CH3:28])=[C:3]([CH3:25])[CH:4]=3)[CH2:12]2)[CH:22]=[C:21]([Cl:23])[CH:20]=1, predict the reactants needed to synthesize it. The reactants are: Br[C:2]1[CH:7]=[CH:6][C:5]([C:8]2[CH2:12][C:11]([C:17]3[CH:22]=[C:21]([Cl:23])[CH:20]=[C:19]([Cl:24])[CH:18]=3)([C:13]([F:16])([F:15])[F:14])[O:10][N:9]=2)=[CH:4][C:3]=1[CH3:25].[C:26]([Li])([CH3:29])([CH3:28])[CH3:27].[Mg+2].[Br-].[Br-].[CH:34](=[O:39])CCCC.[NH4+].[Cl-].